Dataset: Full USPTO retrosynthesis dataset with 1.9M reactions from patents (1976-2016). Task: Predict the reactants needed to synthesize the given product. (1) Given the product [CH2:35]([N:20]1[C:19](=[O:22])[CH:18]([C:23]2[CH:28]=[CH:27][CH:26]=[CH:25][CH:24]=2)[O:17][C:14]2([CH2:15][CH2:16][N:11]([C:9](=[O:10])[C:8]3[CH:29]=[CH:30][C:5]([O:4][CH:1]([CH3:3])[CH3:2])=[C:6]([CH3:31])[CH:7]=3)[CH2:12][CH2:13]2)[CH2:21]1)[CH3:36], predict the reactants needed to synthesize it. The reactants are: [CH:1]([O:4][C:5]1[CH:30]=[CH:29][C:8]([C:9]([N:11]2[CH2:16][CH2:15][C:14]3([CH2:21][NH:20][C:19](=[O:22])[CH:18]([C:23]4[CH:28]=[CH:27][CH:26]=[CH:25][CH:24]=4)[O:17]3)[CH2:13][CH2:12]2)=[O:10])=[CH:7][C:6]=1[CH3:31])([CH3:3])[CH3:2].[H-].[Na+].Br[CH2:35][CH3:36]. (2) The reactants are: [F:1][C:2]1[CH:7]=[CH:6][C:5]([CH2:8][C:9]([NH:11][C:12](=[S:37])[NH:13][C:14]2[CH:19]=[CH:18][C:17]([N:20]3[C:28]4[CH:27]=[CH:26][N:25]=[C:24]([NH:29]C(=O)OC(C)(C)C)[C:23]=4[CH:22]=[CH:21]3)=[CH:16][CH:15]=2)=[O:10])=[CH:4][CH:3]=1.[ClH:38]. Given the product [ClH:38].[NH2:29][C:24]1[C:23]2[CH:22]=[CH:21][N:20]([C:17]3[CH:16]=[CH:15][C:14]([NH:13][C:12]([NH:11][C:9](=[O:10])[CH2:8][C:5]4[CH:4]=[CH:3][C:2]([F:1])=[CH:7][CH:6]=4)=[S:37])=[CH:19][CH:18]=3)[C:28]=2[CH:27]=[CH:26][N:25]=1, predict the reactants needed to synthesize it. (3) Given the product [NH2:8][C:5]1[CH:6]=[CH:7][C:2]([Cl:1])=[CH:3][C:4]=1[CH:16]([C:18]1[CH:23]=[CH:22][CH:21]=[C:20]([Cl:24])[C:19]=1[Cl:25])[OH:17], predict the reactants needed to synthesize it. The reactants are: [Cl:1][C:2]1[CH:7]=[CH:6][C:5]([NH:8]C(=O)OC(C)(C)C)=[C:4]([CH:16]([C:18]2[CH:23]=[CH:22][CH:21]=[C:20]([Cl:24])[C:19]=2[Cl:25])[OH:17])[CH:3]=1.Cl.O1CCOCC1. (4) Given the product [CH:20]1([C:23]2[N:24]=[CH:4][C:5]3[CH2:6][C:7](=[O:18])[NH:8][C:9]4[CH:16]=[CH:15][C:14]([CH3:17])=[CH:13][C:10]=4[C:11]=3[N:25]=2)[CH2:22][CH2:21]1, predict the reactants needed to synthesize it. The reactants are: CN([CH:4]=[C:5]1[C:11](=O)[C:10]2[CH:13]=[C:14]([CH3:17])[CH:15]=[CH:16][C:9]=2[NH:8][C:7](=[O:18])[CH2:6]1)C.Cl.[CH:20]1([C:23]([NH2:25])=[NH:24])[CH2:22][CH2:21]1. (5) Given the product [F:26][C:14]1[CH:15]=[C:16]([C:17](=[O:18])[CH2:19][CH2:20][C:21]([N:45]2[CH2:46][CH2:47][N:42]([C:39]3[CH:40]=[CH:41][N:36]=[CH:37][CH:38]=3)[CH2:43][CH2:44]2)=[O:23])[CH:24]=[CH:25][C:13]=1[O:12][CH3:11], predict the reactants needed to synthesize it. The reactants are: [N+](C1C=CC=CC=1O)([O-])=O.[CH3:11][O:12][C:13]1[CH:25]=[CH:24][C:16]([C:17]([CH2:19][CH2:20][C:21]([OH:23])=O)=[O:18])=[CH:15][C:14]=1[F:26].CC(C)N=C=NC(C)C.[N:36]1[CH:41]=[CH:40][C:39]([N:42]2[CH2:47][CH2:46][NH:45][CH2:44][CH2:43]2)=[CH:38][CH:37]=1. (6) The reactants are: [N+:1]([O-:4])(O)=[O:2].[CH3:5][C:6]1[CH:11]=[CH:10][CH:9]=[C:8]([CH3:12])[C:7]=1[Br:13]. Given the product [Br:13][C:7]1[C:6]([CH3:5])=[C:11]([N+:1]([O-:4])=[O:2])[CH:10]=[CH:9][C:8]=1[CH3:12], predict the reactants needed to synthesize it. (7) Given the product [C:26]([N:17]([CH:18]([CH3:20])[CH3:19])[CH2:16][CH:3]([OH:2])[CH2:4][O:5][C:6]1[CH:7]=[CH:8][C:9]([CH2:12][C:13]([OH:15])=[O:14])=[CH:10][CH:11]=1)([O:28][C:29]([CH3:32])([CH3:31])[CH3:30])=[O:27], predict the reactants needed to synthesize it. The reactants are: Cl.[OH:2][CH:3]([CH2:16][NH:17][CH:18]([CH3:20])[CH3:19])[CH2:4][O:5][C:6]1[CH:11]=[CH:10][C:9]([CH2:12][C:13]([OH:15])=[O:14])=[CH:8][CH:7]=1.C(=O)(O)[O-].[Na+].[C:26](O[C:26]([O:28][C:29]([CH3:32])([CH3:31])[CH3:30])=[O:27])([O:28][C:29]([CH3:32])([CH3:31])[CH3:30])=[O:27].S([O-])(O)(=O)=O.[K+].